This data is from Forward reaction prediction with 1.9M reactions from USPTO patents (1976-2016). The task is: Predict the product of the given reaction. Given the reactants [NH:1]1[C:9]2[C:4](=[CH:5][CH:6]=[CH:7][CH:8]=2)[C@@:3]2([C:21]3[C:12](=[CH:13][C:14]4[O:19][CH2:18][CH2:17][O:16][C:15]=4[CH:20]=3)[O:11][CH2:10]2)[C:2]1=[O:22].[H-].[Na+].Br[CH2:26][CH2:27][O:28][CH2:29][CH2:30][O:31][CH3:32], predict the reaction product. The product is: [CH3:32][O:31][CH2:30][CH2:29][O:28][CH2:27][CH2:26][N:1]1[C:9]2[C:4](=[CH:5][CH:6]=[CH:7][CH:8]=2)[C@@:3]2([C:21]3[C:12](=[CH:13][C:14]4[O:19][CH2:18][CH2:17][O:16][C:15]=4[CH:20]=3)[O:11][CH2:10]2)[C:2]1=[O:22].